This data is from Forward reaction prediction with 1.9M reactions from USPTO patents (1976-2016). The task is: Predict the product of the given reaction. Given the reactants [CH3:1][N:2]1[C:6]2[CH:7]=[CH:8][C:9]([C:11]([OH:13])=[O:12])=[CH:10][C:5]=2[N:4]=[C:3]1[CH3:14].[C:15]1(C)C=CC=CC=1, predict the reaction product. The product is: [CH3:1][N:2]1[C:6]2[CH:7]=[CH:8][C:9]([C:11]([O:13][CH3:15])=[O:12])=[CH:10][C:5]=2[N:4]=[C:3]1[CH3:14].